This data is from NCI-60 drug combinations with 297,098 pairs across 59 cell lines. The task is: Regression. Given two drug SMILES strings and cell line genomic features, predict the synergy score measuring deviation from expected non-interaction effect. Drug 1: CCCS(=O)(=O)NC1=C(C(=C(C=C1)F)C(=O)C2=CNC3=C2C=C(C=N3)C4=CC=C(C=C4)Cl)F. Synergy scores: CSS=4.38, Synergy_ZIP=0.623, Synergy_Bliss=0.720, Synergy_Loewe=-65.0, Synergy_HSA=-3.59. Drug 2: CS(=O)(=O)OCCCCOS(=O)(=O)C. Cell line: SF-268.